From a dataset of Forward reaction prediction with 1.9M reactions from USPTO patents (1976-2016). Predict the product of the given reaction. (1) Given the reactants [N+:1]([O-:4])(O)=[O:2].[F:5][C:6]1[CH:7]=[C:8]2[C:12](=[CH:13][CH:14]=1)[C:11](=[O:15])[NH:10][C:9]2=[O:16], predict the reaction product. The product is: [F:5][C:6]1[CH:7]=[C:8]2[C:12](=[CH:13][C:14]=1[N+:1]([O-:4])=[O:2])[C:11](=[O:15])[NH:10][C:9]2=[O:16]. (2) Given the reactants [CH:1]1([NH:7][C:8]2[C:13]([C:14]3[N:15]=[N:16][NH:17][N:18]=3)=[CH:12][N:11]=[C:10]([NH:19][C:20]3[CH:25]=[CH:24][C:23]([S:26]([CH3:34])(=[N:28][C:29]([O:31][CH2:32][CH3:33])=[O:30])=[O:27])=[CH:22][CH:21]=3)[N:9]=2)[CH2:6][CH2:5][CH2:4][CH2:3][CH2:2]1.[CH2:35](Br)[C:36]1[CH:41]=[CH:40][CH:39]=[CH:38][CH:37]=1.C(=O)([O-])[O-].[K+].[K+].[I-].[K+], predict the reaction product. The product is: [CH2:35]([N:17]1[N:16]=[N:15][C:14]([C:13]2[C:8]([NH:7][CH:1]3[CH2:2][CH2:3][CH2:4][CH2:5][CH2:6]3)=[N:9][C:10]([NH:19][C:20]3[CH:25]=[CH:24][C:23]([S:26]([CH3:34])(=[N:28][C:29]([O:31][CH2:32][CH3:33])=[O:30])=[O:27])=[CH:22][CH:21]=3)=[N:11][CH:12]=2)=[N:18]1)[C:36]1[CH:41]=[CH:40][CH:39]=[CH:38][CH:37]=1. (3) Given the reactants CCCCCCCCCCCCCCCC(OC[C@@H]([O:33][C:34](CCCCCCCCCCCCCCC)=[O:35])COP(OCC[N+:29](C)(C)C)([O-])=O)=O.[CH3:51][CH2:52][CH2:53][CH:54]1[O:74][C@:73]2([C:75]([CH2:77][OH:78])=[O:76])[C@@H:56]([CH2:57][C@@H:58]3[C@:72]2([CH3:79])[CH2:71][C@H:70]([OH:80])[C@H:69]2[C@H:59]3[CH2:60][CH2:61][C:62]3[C@:68]2([CH3:81])[CH:67]=[CH:66][C:64](=[O:65])[CH:63]=3)[O:55]1, predict the reaction product. The product is: [CH3:51][CH2:52][CH2:53][CH:54]1[O:74][C@:73]2([C:75]([CH2:77][OH:78])=[O:76])[C@@H:56]([CH2:57][C@@H:58]3[C@:72]2([CH3:79])[CH2:71][C@H:70]([OH:80])[C@H:69]2[C@H:59]3[CH2:60][CH2:61][C:62]3[C@:68]2([CH3:81])[CH:67]=[CH:66][C:64](=[O:65])[CH:63]=3)[O:55]1.[C:34](=[O:35])([OH:55])[O-:33].[NH4+:29]. (4) Given the reactants [H-].[Al+3].[Li+].[H-].[H-].[H-].C([O:9][C:10](=O)[C:11]1[CH:16]=[CH:15][C:14]([O:17][CH2:18][CH2:19][N:20]2[CH2:25][CH2:24][O:23][CH2:22][CH2:21]2)=[C:13]([F:26])[CH:12]=1)C, predict the reaction product. The product is: [F:26][C:13]1[CH:12]=[C:11]([CH2:10][OH:9])[CH:16]=[CH:15][C:14]=1[O:17][CH2:18][CH2:19][N:20]1[CH2:25][CH2:24][O:23][CH2:22][CH2:21]1.